This data is from Full USPTO retrosynthesis dataset with 1.9M reactions from patents (1976-2016). The task is: Predict the reactants needed to synthesize the given product. (1) Given the product [CH3:31][C:2]([CH3:1])([CH3:32])[C:3]#[C:4][C:5]1[S:9][C:8]([C:10]([OH:12])=[O:11])=[C:7]([N:14]([CH2:24][C:25]2[CH:26]=[N:27][N:28]([CH3:30])[CH:29]=2)[C:15]([C@H:17]2[CH2:22][CH2:21][C@H:20]([CH3:23])[CH2:19][CH2:18]2)=[O:16])[CH:6]=1, predict the reactants needed to synthesize it. The reactants are: [CH3:1][C:2]([CH3:32])([CH3:31])[C:3]#[C:4][C:5]1[S:9][C:8]([C:10]([O:12]C)=[O:11])=[C:7]([N:14]([CH2:24][C:25]2[CH:26]=[N:27][N:28]([CH3:30])[CH:29]=2)[C:15]([C@H:17]2[CH2:22][CH2:21][C@H:20]([CH3:23])[CH2:19][CH2:18]2)=[O:16])[CH:6]=1.[OH-].[Na+]. (2) Given the product [CH3:23][N:24]([CH3:25])[CH2:2]/[CH:3]=[CH:4]/[CH2:5][N:6]([C:16]1[C:21]([Cl:22])=[N:20][CH:19]=[CH:18][N:17]=1)[C:7]1[CH:12]=[CH:11][CH:10]=[CH:9][C:8]=1[N+:13]([O-:15])=[O:14], predict the reactants needed to synthesize it. The reactants are: Br[CH2:2]/[CH:3]=[CH:4]/[CH2:5][N:6]([C:16]1[C:21]([Cl:22])=[N:20][CH:19]=[CH:18][N:17]=1)[C:7]1[CH:12]=[CH:11][CH:10]=[CH:9][C:8]=1[N+:13]([O-:15])=[O:14].[CH3:23][NH:24][CH3:25]. (3) The reactants are: [Br:1][C:2]1[CH:36]=[CH:35][C:5]([CH2:6][O:7][C@H:8]([C@@H:18]2[CH2:20][C@@H:19]2[CH:21]2[CH2:26][CH2:25][N:24]([C:27]3[N:32]=[CH:31][C:30]([CH2:33][CH3:34])=[CH:29][N:28]=3)[CH2:23][CH2:22]2)[CH2:9][O:10][Si](C(C)(C)C)(C)C)=[CH:4][CH:3]=1.CCCC[N+](CCCC)(CCCC)CCCC.[F-]. Given the product [Br:1][C:2]1[CH:36]=[CH:35][C:5]([CH2:6][O:7][C@H:8]([C@@H:18]2[CH2:20][C@@H:19]2[CH:21]2[CH2:22][CH2:23][N:24]([C:27]3[N:28]=[CH:29][C:30]([CH2:33][CH3:34])=[CH:31][N:32]=3)[CH2:25][CH2:26]2)[CH2:9][OH:10])=[CH:4][CH:3]=1, predict the reactants needed to synthesize it.